Dataset: Full USPTO retrosynthesis dataset with 1.9M reactions from patents (1976-2016). Task: Predict the reactants needed to synthesize the given product. (1) Given the product [CH3:16][C:14]([CH3:15])([O:13][C:12]([NH:11][C@@H:3]1[C:4]2[C:9](=[CH:8][CH:7]=[CH:6][CH:5]=2)[CH2:10][C@@H:2]1[O:1][S:27]([CH3:26])(=[O:29])=[O:28])=[O:18])[CH3:17], predict the reactants needed to synthesize it. The reactants are: [OH:1][C@H:2]1[CH2:10][C:9]2[C:4](=[CH:5][CH:6]=[CH:7][CH:8]=2)[C@H:3]1[NH:11][C:12](=[O:18])[O:13][C:14]([CH3:17])([CH3:16])[CH3:15].C(N(CC)CC)C.[CH3:26][S:27](Cl)(=[O:29])=[O:28]. (2) Given the product [CH:1]1([N:6]2[C:14]3[CH:13]=[C:12]([CH2:15][N:38]4[CH2:39][CH2:40][N:35]([CH3:34])[CH2:36][CH2:37]4)[CH:11]=[C:10]([C:17]([NH:19][CH2:20][C:21]4[C:22](=[O:29])[NH:23][C:24]([CH3:28])=[CH:25][C:26]=4[CH3:27])=[O:18])[C:9]=3[CH:8]=[N:7]2)[CH2:5][CH2:4][CH2:3][CH2:2]1, predict the reactants needed to synthesize it. The reactants are: [CH:1]1([N:6]2[C:14]3[CH:13]=[C:12]([CH:15]=O)[CH:11]=[C:10]([C:17]([NH:19][CH2:20][C:21]4[C:22](=[O:29])[NH:23][C:24]([CH3:28])=[CH:25][C:26]=4[CH3:27])=[O:18])[C:9]=3[CH:8]=[N:7]2)[CH2:5][CH2:4][CH2:3][CH2:2]1.C(O)(=O)C.[CH3:34][N:35]1[CH2:40][CH2:39][NH:38][CH2:37][CH2:36]1.[BH3-]C#N.[Na+]. (3) Given the product [CH2:10]([O:9][C:5]1[C:4]([CH3:17])=[CH:3][C:2]([OH:24])=[CH:7][C:6]=1[Cl:8])[C:11]1[CH:16]=[CH:15][CH:14]=[CH:13][CH:12]=1, predict the reactants needed to synthesize it. The reactants are: Br[C:2]1[CH:7]=[C:6]([Cl:8])[C:5]([O:9][CH2:10][C:11]2[CH:16]=[CH:15][CH:14]=[CH:13][CH:12]=2)=[C:4]([CH3:17])[CH:3]=1.C([Li])CCC.C[O:24]B(OC)OC.Cl.